This data is from Reaction yield outcomes from USPTO patents with 853,638 reactions. The task is: Predict the reaction yield, written as a fraction of the theoretical maximum amount of product (1.0 means a 100% yield; for example, 0.34 means a 34% yield). The reactants are [N:1]1[CH:6]=[CH:5][CH:4]=[C:3]([N:7]2[CH:11]=[C:10]([NH2:12])[CH:9]=[N:8]2)[CH:2]=1.[F:13][C:14]([F:22])([F:21])[CH2:15][CH:16]([CH3:20])[C:17](O)=[O:18].Cl.CN(C)CCCN=C=NCC. The catalyst is ClC(Cl)C. The product is [F:13][C:14]([F:22])([F:21])[CH2:15][CH:16]([CH3:20])[C:17]([NH:12][C:10]1[CH:9]=[N:8][N:7]([C:3]2[CH:2]=[N:1][CH:6]=[CH:5][CH:4]=2)[CH:11]=1)=[O:18]. The yield is 0.550.